Dataset: Forward reaction prediction with 1.9M reactions from USPTO patents (1976-2016). Task: Predict the product of the given reaction. (1) Given the reactants [F:1][CH:2]([F:24])[O:3][CH2:4][C@@H:5]([O:7][C:8]1[CH:9]=[C:10]([CH:20]=[C:21]([OH:23])[CH:22]=1)[C:11]([NH:13][C:14]1[CH:18]=[CH:17][N:16]([CH3:19])[N:15]=1)=[O:12])[CH3:6].Br[C:26]1[CH:27]=[CH:28][C:29]([S:32]([CH3:35])(=[O:34])=[O:33])=[N:30][CH:31]=1.C(=O)([O-])[O-].[Cs+].[Cs+].C(OCC)(=O)C, predict the reaction product. The product is: [F:24][CH:2]([F:1])[O:3][CH2:4][C@@H:5]([O:7][C:8]1[CH:9]=[C:10]([CH:20]=[C:21]([O:23][C:26]2[CH:31]=[N:30][C:29]([S:32]([CH3:35])(=[O:34])=[O:33])=[CH:28][CH:27]=2)[CH:22]=1)[C:11]([NH:13][C:14]1[CH:18]=[CH:17][N:16]([CH3:19])[N:15]=1)=[O:12])[CH3:6]. (2) Given the reactants [N:1]([C:4]1[C:19]([O:20]CC2C=CC=CC=2)=[CH:18][C:7]([C:8]([O:10]CC2C=CC=CC=2)=[O:9])=[C:6]([NH:28][C:29]2[CH:34]=[CH:33][CH:32]=[CH:31][C:30]=2[F:35])[C:5]=1[F:36])=[N+]=[N-].CCOCC.CS(C)=O.S1(CCCC1)(=O)=O, predict the reaction product. The product is: [NH2:1][C:4]1[C:19]([OH:20])=[CH:18][C:7]([C:8]([OH:10])=[O:9])=[C:6]([NH:28][C:29]2[CH:34]=[CH:33][CH:32]=[CH:31][C:30]=2[F:35])[C:5]=1[F:36]. (3) Given the reactants [CH3:1][N:2]([CH3:30])[S:3]([C:6]1[CH:7]=[C:8]([C:15]([CH3:29])([CH3:28])[CH2:16][C:17]2([C:24]([F:27])([F:26])[F:25])[CH2:21][O:20]C(C)(C)[O:18]2)[C:9]2[O:13][CH2:12][CH2:11][C:10]=2[CH:14]=1)(=[O:5])=[O:4].O.C1(C)C=CC(S(O)(=O)=O)=CC=1, predict the reaction product. The product is: [CH3:30][N:2]([CH3:1])[S:3]([C:6]1[CH:7]=[C:8]([C:15]([CH3:28])([CH3:29])[CH2:16][C:17]([OH:18])([CH2:21][OH:20])[C:24]([F:25])([F:27])[F:26])[C:9]2[O:13][CH2:12][CH2:11][C:10]=2[CH:14]=1)(=[O:5])=[O:4]. (4) The product is: [F:1][C:2]1[CH:11]=[CH:10][C:9]([F:12])=[C:8]2[C:3]=1[C:4]([NH:13][CH2:14][CH2:15][C:16]1[CH:21]=[CH:20][C:19]([O:22][C:23]3[CH:28]=[C:27]([C:29]([F:32])([F:30])[F:31])[CH:26]=[CH:25][N:24]=3)=[C:18]([OH:33])[CH:17]=1)=[N:5][CH:6]=[N:7]2. Given the reactants [F:1][C:2]1[CH:11]=[CH:10][C:9]([F:12])=[C:8]2[C:3]=1[C:4]([NH:13][CH2:14][CH2:15][C:16]1[CH:21]=[CH:20][C:19]([O:22][C:23]3[CH:28]=[C:27]([C:29]([F:32])([F:31])[F:30])[CH:26]=[CH:25][N:24]=3)=[C:18]([O:33]C)[CH:17]=1)=[N:5][CH:6]=[N:7]2.B(Br)(Br)Br, predict the reaction product. (5) Given the reactants [CH3:1][C:2]1[N:7]=[CH:6][C:5]([C:8]([NH:10][C:11]2[C:12]([C:22]([OH:24])=O)=[N:13][N:14]([CH:16]3[CH2:21][CH2:20][CH2:19][CH2:18][O:17]3)[CH:15]=2)=[O:9])=[CH:4][CH:3]=1.[F:25][C:26]([F:30])([F:29])[CH2:27][NH2:28].CCN=C=NCCCN(C)C.C1C=CC2N(O)N=NC=2C=1.C(=O)([O-])O.[Na+], predict the reaction product. The product is: [CH3:1][C:2]1[N:7]=[CH:6][C:5]([C:8]([NH:10][C:11]2[C:12]([C:22]([NH:28][CH2:27][C:26]([F:30])([F:29])[F:25])=[O:24])=[N:13][N:14]([CH:16]3[CH2:21][CH2:20][CH2:19][CH2:18][O:17]3)[CH:15]=2)=[O:9])=[CH:4][CH:3]=1. (6) Given the reactants [C:1]([C:4]1[CH:9]=[CH:8][C:7]([N:10]2[CH2:15][C@@H:14]3[CH2:16][C@H:11]2[CH2:12][N:13]3[C:17]([O:19][C:20]([CH3:23])([CH3:22])[CH3:21])=[O:18])=[CH:6][C:5]=1[F:24])(=[O:3])[CH3:2].C(O[CH:30](N(C)C)[N:31]([CH3:33])[CH3:32])(C)(C)C, predict the reaction product. The product is: [CH3:30][N:31]([CH3:33])/[CH:32]=[CH:2]/[C:1]([C:4]1[CH:9]=[CH:8][C:7]([N:10]2[CH2:15][C@@H:14]3[CH2:16][C@H:11]2[CH2:12][N:13]3[C:17]([O:19][C:20]([CH3:23])([CH3:22])[CH3:21])=[O:18])=[CH:6][C:5]=1[F:24])=[O:3]. (7) Given the reactants C(O[C:6]([C@@H:8]1[CH2:12][C@H:11]([O:13][C:14]2[C:23]3[C:18](=[CH:19][C:20]([O:24][CH3:25])=[CH:21][CH:22]=3)[N:17]=[C:16]([C:26]3[CH:31]=[CH:30][CH:29]=[CH:28][CH:27]=3)[CH:15]=2)[CH2:10][C@H:9]1[C:32](=[O:44])[NH:33][C@:34]1([C:39]([O:41][CH2:42][CH3:43])=[O:40])[CH2:36][C@H:35]1[CH:37]=[CH2:38])=[O:7])(C)(C)C.C([SiH]([CH2:50][CH3:51])CC)C.C(O)(C(F)(F)F)=O.C(OC(=O)[NH:65][C@H:66]([C:71](=[O:84])[NH:72][C@@H:73](C1CCCCC1)[C:74](=[O:77])[NH:75][CH3:76])[C:67]([CH3:70])([CH3:69])[CH3:68])(C)(C)C.CN(C(ON1N=N[C:96]2[CH:97]=[CH:98]C=N[C:95]1=2)=[N+](C)C)C.F[P-](F)(F)(F)(F)F.C(OC([C@@H]1C[C@@H](O)C[C@H]1C(=O)N[C@]1(C(OCC)=O)C[C@H]1C=C)=O)(C)(C)C, predict the reaction product. The product is: [CH2:42]([O:41][C:39]([C@@:34]1([NH:33][C:32]([C@@H:9]2[CH2:10][C@@H:11]([O:13][C:14]3[C:23]4[C:18](=[CH:19][C:20]([O:24][CH3:25])=[CH:21][CH:22]=4)[N:17]=[C:16]([C:26]4[CH:27]=[CH:28][CH:29]=[CH:30][CH:31]=4)[CH:15]=3)[CH2:12][C@H:8]2[C:6](=[O:7])[NH:65][C@H:66]([C:71](=[O:84])[NH:72][C@@H:73]([CH:51]2[CH2:50][CH2:98][CH2:97][CH2:96][CH2:95]2)[C:74](=[O:77])[NH:75][CH3:76])[C:67]([CH3:69])([CH3:70])[CH3:68])=[O:44])[CH2:36][C@H:35]1[CH:37]=[CH2:38])=[O:40])[CH3:43].